From a dataset of Full USPTO retrosynthesis dataset with 1.9M reactions from patents (1976-2016). Predict the reactants needed to synthesize the given product. (1) Given the product [Cl:40][C:35]1[C:34]([CH3:41])=[N:33][C:32]2[N:37]([N:38]=[C:30]3[CH2:29][N:28]([C:26]([C:20]4[CH:21]=[CH:22][C:23]([F:25])=[CH:24][C:19]=4[O:18][CH2:17][CH2:16][NH:15][C:6](=[O:11])[C:7]([F:8])([F:9])[F:10])=[O:27])[CH2:42][C:31]3=2)[C:36]=1[CH3:39], predict the reactants needed to synthesize it. The reactants are: [F:8][C:7]([F:10])([F:9])[C:6](O[C:6](=[O:11])[C:7]([F:10])([F:9])[F:8])=[O:11].Cl.[NH2:15][CH2:16][CH2:17][O:18][C:19]1[CH:24]=[C:23]([F:25])[CH:22]=[CH:21][C:20]=1[C:26]([N:28]1[CH2:42][C:31]2=[C:32]3[N:37]([N:38]=[C:30]2[CH2:29]1)[C:36]([CH3:39])=[C:35]([Cl:40])[C:34]([CH3:41])=[N:33]3)=[O:27].CCN(C(C)C)C(C)C. (2) Given the product [F:2][C:3]1[CH:13]=[CH:12][C:11]2=[C:14]3[C:4]=1[O:5][CH2:6][C@@H:7]([CH3:33])[N:8]3[C:9]([C@@H:15]([NH:17][C:18]1[N:26]=[CH:25][N:24]=[C:23]3[C:19]=1[N:20]=[CH:21][NH:22]3)[CH3:16])=[N:10]2, predict the reactants needed to synthesize it. The reactants are: Cl.[F:2][C:3]1[CH:13]=[CH:12][C:11]2=[C:14]3[C:4]=1[O:5][CH2:6][C@@H:7]([CH3:33])[N:8]3[C:9]([C@@H:15]([NH:17][C:18]1[N:26]=[CH:25][N:24]=[C:23]3[C:19]=1[N:20]=[CH:21][N:22]3C1CCCCO1)[CH3:16])=[N:10]2. (3) Given the product [CH:2]1([CH2:5][O:6][C:7]2[CH:12]=[C:11]([F:13])[CH:10]=[CH:9][C:8]=2[C:14]2[CH:19]=[CH:18][N:17]=[C:16]3[C:20]([C:24]([NH:26][CH:27]4[CH2:28][CH2:29][N:30]([C:36](=[O:37])[CH2:35][O:34][CH3:33])[CH2:31][CH2:32]4)=[O:25])=[C:21]([CH3:23])[NH:22][C:15]=23)[CH2:4][CH2:3]1, predict the reactants needed to synthesize it. The reactants are: Cl.[CH:2]1([CH2:5][O:6][C:7]2[CH:12]=[C:11]([F:13])[CH:10]=[CH:9][C:8]=2[C:14]2[CH:19]=[CH:18][N:17]=[C:16]3[C:20]([C:24]([NH:26][CH:27]4[CH2:32][CH2:31][NH:30][CH2:29][CH2:28]4)=[O:25])=[C:21]([CH3:23])[NH:22][C:15]=23)[CH2:4][CH2:3]1.[CH3:33][O:34][CH2:35][C:36](Cl)=[O:37].